Dataset: Blood-brain barrier permeability classification from the B3DB database. Task: Regression/Classification. Given a drug SMILES string, predict its absorption, distribution, metabolism, or excretion properties. Task type varies by dataset: regression for continuous measurements (e.g., permeability, clearance, half-life) or binary classification for categorical outcomes (e.g., BBB penetration, CYP inhibition). Dataset: b3db_classification. (1) The drug is CON=C(C(=O)NC1C(=O)N(OCC(=O)O)C1C)c1csc(N)n1. The result is 0 (does not penetrate BBB). (2) The molecule is CCN1CCC[C@H]1CNC(=O)c1cc(S(=O)(=O)CC)c(N)cc1OC. The result is 1 (penetrates BBB). (3) The compound is C=CCN1C(=O)O[C@@H](C)C1=O. The result is 1 (penetrates BBB).